This data is from Reaction yield outcomes from USPTO patents with 853,638 reactions. The task is: Predict the reaction yield, written as a fraction of the theoretical maximum amount of product (1.0 means a 100% yield; for example, 0.34 means a 34% yield). (1) The yield is 0.350. The product is [S:22]1[C:26]2[CH:27]=[C:28]([C:31]([CH:18]3[C:17](=[O:20])[CH2:16][CH2:15][C:14]4([O:13][CH2:12][CH2:11][O:21]4)[CH2:19]3)=[O:32])[CH:29]=[CH:30][C:25]=2[N:24]=[CH:23]1. The reactants are C[Si](C)(C)[N-][Si](C)(C)C.[Li+].[CH2:11]1[O:21][C:14]2([CH2:19][CH2:18][C:17](=[O:20])[CH2:16][CH2:15]2)[O:13][CH2:12]1.[S:22]1[C:26]2[CH:27]=[C:28]([C:31](Cl)=[O:32])[CH:29]=[CH:30][C:25]=2[N:24]=[CH:23]1.O. The catalyst is C1COCC1. (2) The reactants are [F:1][C:2]1[CH:3]=[CH:4][C:5]([N+:9]([O-:11])=[O:10])=[C:6]([OH:8])[CH:7]=1.C([O-])([O-])=O.[K+].[K+].[CH2:18](Br)[C:19]1[CH:24]=[CH:23][CH:22]=[CH:21][CH:20]=1.O. The catalyst is C(#N)C. The product is [CH2:18]([O:8][C:6]1[CH:7]=[C:2]([F:1])[CH:3]=[CH:4][C:5]=1[N+:9]([O-:11])=[O:10])[C:19]1[CH:24]=[CH:23][CH:22]=[CH:21][CH:20]=1. The yield is 0.880. (3) The reactants are [CH3:1][O:2][C:3]1[CH:4]=[CH:5][C:6]2[O:10][C:9]([CH:11]([NH:16][C:17]3[CH:22]=[CH:21][C:20]([C:23]([N:25]([CH3:33])[CH2:26][CH2:27][C:28]([O:30]CC)=[O:29])=[O:24])=[CH:19][CH:18]=3)[CH2:12][CH:13]([CH3:15])[CH3:14])=[C:8]([CH3:34])[C:7]=2[CH:35]=1.O1CCCC1.[OH-].[Na+]. The catalyst is C(O)C. The product is [CH3:1][O:2][C:3]1[CH:4]=[CH:5][C:6]2[O:10][C:9]([CH:11]([NH:16][C:17]3[CH:18]=[CH:19][C:20]([C:23]([N:25]([CH3:33])[CH2:26][CH2:27][C:28]([OH:30])=[O:29])=[O:24])=[CH:21][CH:22]=3)[CH2:12][CH:13]([CH3:15])[CH3:14])=[C:8]([CH3:34])[C:7]=2[CH:35]=1. The yield is 0.940. (4) The catalyst is C1COCC1. The product is [C:21]([O:20][C:18]([NH:17][C:14]1[CH:13]=[CH:12][C:11]([S:10][C:7]2[CH:8]=[CH:9][C:4]([C:3]([OH:37])=[O:2])=[CH:5][C:6]=2[NH:25][C:26]2[C:27]3[CH:35]=[CH:34][C:33]([CH3:36])=[N:32][C:28]=3[N:29]=[CH:30][N:31]=2)=[CH:16][CH:15]=1)=[O:19])([CH3:24])([CH3:23])[CH3:22]. The reactants are C[O:2][C:3](=[O:37])[C:4]1[CH:9]=[CH:8][C:7]([S:10][C:11]2[CH:16]=[CH:15][C:14]([NH:17][C:18]([O:20][C:21]([CH3:24])([CH3:23])[CH3:22])=[O:19])=[CH:13][CH:12]=2)=[C:6]([NH:25][C:26]2[C:27]3[CH:35]=[CH:34][C:33]([CH3:36])=[N:32][C:28]=3[N:29]=[CH:30][N:31]=2)[CH:5]=1.[Li+].[OH-]. The yield is 0.930. (5) The reactants are [CH3:1][O:2][C:3]1[C:23]2[CH2:22][NH+:10]3[CH2:11][CH2:12][C:13]4[C:18]([C:9]3=[C:8]([CH3:24])[C:7]=2[CH:6]=[CH:5][C:4]=1[O:25][CH3:26])=[CH:17][C:16]1[O:19][CH2:20][O:21][C:15]=1[CH:14]=4.[I-].[OH-:28].[Na+]. The catalyst is O. The product is [CH3:1][O:2][C:3]1[C:23]2[C:22](=[O:28])[N:10]3[CH2:11][CH2:12][C:13]4[C:18]([C:9]3=[C:8]([CH3:24])[C:7]=2[CH:6]=[CH:5][C:4]=1[O:25][CH3:26])=[CH:17][C:16]1[O:19][CH2:20][O:21][C:15]=1[CH:14]=4. The yield is 0.200. (6) The reactants are [CH3:1][O:2][C:3](=[O:22])[CH2:4][N:5]1[C:11](=[O:12])[C@@H:10]([NH2:13])[C:9]2[CH:14]=[CH:15][CH:16]=[CH:17][C:8]=2[C:7]2[CH:18]=[CH:19][CH:20]=[CH:21][C:6]1=2.[CH3:23][CH:24]([C:28]([NH:30][CH2:31][C:32]([F:38])([F:37])[C:33]([F:36])([F:35])[F:34])=[O:29])[C:25](O)=[O:26].ON1C2C=CC=CC=2N=N1.C(N(C(C)C)C(C)C)C.C(Cl)CCl. The catalyst is C1COCC1. The product is [CH3:1][O:2][C:3](=[O:22])[CH2:4][N:5]1[C:11](=[O:12])[C@@H:10]([NH:13][C:25](=[O:26])[CH:24]([C:28](=[O:29])[NH:30][CH2:31][C:32]([F:37])([F:38])[C:33]([F:34])([F:36])[F:35])[CH3:23])[C:9]2[CH:14]=[CH:15][CH:16]=[CH:17][C:8]=2[C:7]2[CH:18]=[CH:19][CH:20]=[CH:21][C:6]1=2. The yield is 0.700. (7) The product is [CH3:30][N:31]([CH3:35])[C:32](=[O:33])[NH:1][C:2]1[CH:3]=[CH:4][CH:5]=[C:6]2[C:10]=1[C:9](=[O:11])[N:8]([C@@H:12]([C:19]1[CH:24]=[CH:23][C:22]([O:25][CH3:26])=[C:21]([O:27][CH2:28][CH3:29])[CH:20]=1)[CH2:13][C:14]([N:16]([CH3:18])[CH3:17])=[O:15])[CH2:7]2. The yield is 0.340. The catalyst is C1COCC1. The reactants are [NH2:1][C:2]1[CH:3]=[CH:4][CH:5]=[C:6]2[C:10]=1[C:9](=[O:11])[N:8]([C@@H:12]([C:19]1[CH:24]=[CH:23][C:22]([O:25][CH3:26])=[C:21]([O:27][CH2:28][CH3:29])[CH:20]=1)[CH2:13][C:14]([N:16]([CH3:18])[CH3:17])=[O:15])[CH2:7]2.[CH3:30][N:31]([CH3:35])[C:32](Cl)=[O:33]. (8) The reactants are [CH:1]1[CH:15]=[C:14]2[C:4]([CH:5]([OH:16])[C:6]3[C:11]([CH:12]=[CH:13]2)=[CH:10][CH:9]=[CH:8][CH:7]=3)=[CH:3][CH:2]=1.[H-].[Na+].[C:19]([O:23]C(=O)CBr)(C)(C)[CH3:20].[H-].[Al+3].[Li+].[H-].[H-].[H-]. The catalyst is C1COCC1.CCOCC. The product is [CH:15]1[C:14]2[CH:13]=[CH:12][C:11]3[CH:10]=[CH:9][CH:8]=[CH:7][C:6]=3[CH:5]([O:16][CH2:20][CH2:19][OH:23])[C:4]=2[CH:3]=[CH:2][CH:1]=1. The yield is 0.500.